This data is from Peptide-MHC class I binding affinity with 185,985 pairs from IEDB/IMGT. The task is: Regression. Given a peptide amino acid sequence and an MHC pseudo amino acid sequence, predict their binding affinity value. This is MHC class I binding data. (1) The peptide sequence is WPNNCGWKIY. The MHC is HLA-B51:01 with pseudo-sequence HLA-B51:01. The binding affinity (normalized) is 0. (2) The peptide sequence is EIQNVTGFM. The MHC is HLA-A02:02 with pseudo-sequence HLA-A02:02. The binding affinity (normalized) is 0.0746. (3) The peptide sequence is SHDLAPQFL. The binding affinity (normalized) is 0.0847. The MHC is HLA-B51:01 with pseudo-sequence HLA-B51:01. (4) The peptide sequence is AVLSEYETMV. The MHC is HLA-A02:03 with pseudo-sequence HLA-A02:03. The binding affinity (normalized) is 0.964.